Dataset: Reaction yield outcomes from USPTO patents with 853,638 reactions. Task: Predict the reaction yield, written as a fraction of the theoretical maximum amount of product (1.0 means a 100% yield; for example, 0.34 means a 34% yield). (1) The reactants are [Cl:1][C:2]1[CH:7]=[CH:6][C:5]([O:8][C:9]2[CH:14]=[CH:13][C:12](I)=[CH:11][C:10]=2[O:16][CH3:17])=[CH:4][C:3]=1[Cl:18].C([O-])(=O)C.[K+].[CH3:24][C:25]1([CH3:41])[C:29]([CH3:31])([CH3:30])[O:28][B:27]([B:27]2[O:28][C:29]([CH3:31])([CH3:30])[C:25]([CH3:41])([CH3:24])[O:26]2)[O:26]1. The catalyst is O1CCOCC1.C1C=CC(P(C2C=CC=CC=2)[C-]2C=CC=C2)=CC=1.C1C=CC(P(C2C=CC=CC=2)[C-]2C=CC=C2)=CC=1.Cl[Pd]Cl.[Fe+2]. The product is [Cl:18][C:3]1[CH:4]=[C:5]([CH:6]=[CH:7][C:2]=1[Cl:1])[O:8][C:9]1[CH:14]=[CH:13][C:12]([B:27]2[O:28][C:29]([CH3:31])([CH3:30])[C:25]([CH3:41])([CH3:24])[O:26]2)=[CH:11][C:10]=1[O:16][CH3:17]. The yield is 0.110. (2) The reactants are [Br:1][C:2]1[CH:10]=[CH:9][C:5]([C:6]([OH:8])=[O:7])=[C:4]([N+:11]([O-])=O)[CH:3]=1.[OH-].[Na+].NN. The catalyst is [Fe](Cl)(Cl)Cl.C(O)(C)C. The product is [Br:1][C:2]1[CH:3]=[C:4]([NH2:11])[C:5](=[CH:9][CH:10]=1)[C:6]([OH:8])=[O:7]. The yield is 0.960. (3) The reactants are C([Li])CCC.CC1(C)CCCC(C)(C)N1.[Br:16][C:17]1[C:18]([Cl:25])=[CH:19][C:20]([O:23][CH3:24])=[N:21][CH:22]=1.BrC1C(Cl)=C([Li])C(OC)=NC=1.[CH3:37][O:38][C:39]1[C:46]([O:47][CH3:48])=[C:45]([O:49][CH3:50])[CH:44]=[C:43]([CH3:51])[C:40]=1[CH:41]=[O:42].[Cl-].[NH4+]. The catalyst is O1CCCC1.O. The product is [CH3:37][O:38][C:39]1[C:46]([O:47][CH3:48])=[C:45]([O:49][CH3:50])[CH:44]=[C:43]([CH3:51])[C:40]=1[CH:41]([C:19]1[C:20]([O:23][CH3:24])=[N:21][CH:22]=[C:17]([Br:16])[C:18]=1[Cl:25])[OH:42]. The yield is 0.560.